Dataset: Reaction yield outcomes from USPTO patents with 853,638 reactions. Task: Predict the reaction yield, written as a fraction of the theoretical maximum amount of product (1.0 means a 100% yield; for example, 0.34 means a 34% yield). (1) The reactants are [CH3:1][CH:2]1[O:7][C:6]2[CH:8]=[CH:9][C:10]([N+:12]([O-:14])=[O:13])=[CH:11][C:5]=2[NH:4][C:3]1=O.CO.Cl. The catalyst is O1CCCC1. The product is [CH3:1][CH:2]1[O:7][C:6]2[CH:8]=[CH:9][C:10]([N+:12]([O-:14])=[O:13])=[CH:11][C:5]=2[NH:4][CH2:3]1. The yield is 0.960. (2) The reactants are [OH:1][C:2]1[CH:7]=[C:6]([CH3:8])[N:5]([C:9]2[CH:10]=[C:11]([CH:16]=[CH:17][CH:18]=2)[C:12]([O:14][CH3:15])=[O:13])[C:4](=[O:19])[CH:3]=1.C([O-])([O-])=O.[K+].[K+].[F:26][C:27]1[CH:34]=[C:33]([F:35])[CH:32]=[CH:31][C:28]=1[CH2:29]Br. The catalyst is CN(C)C=O.O. The product is [F:26][C:27]1[CH:34]=[C:33]([F:35])[CH:32]=[CH:31][C:28]=1[CH2:29][O:1][C:2]1[CH:7]=[C:6]([CH3:8])[N:5]([C:9]2[CH:10]=[C:11]([CH:16]=[CH:17][CH:18]=2)[C:12]([O:14][CH3:15])=[O:13])[C:4](=[O:19])[CH:3]=1. The yield is 0.110. (3) The reactants are [Cl:1][C:2]1[CH:9]=[CH:8][CH:7]=[C:6](F)[C:3]=1[CH:4]=[O:5].[OH-:11].[K+].Cl. The catalyst is CS(C)=O.O. The product is [Cl:1][C:2]1[CH:9]=[CH:8][CH:7]=[C:6]([OH:11])[C:3]=1[CH:4]=[O:5]. The yield is 0.610. (4) The catalyst is O1CCCC1. The yield is 0.200. The reactants are [CH2:1]([N:8]([CH2:17][C:18]1[CH:23]=[CH:22][CH:21]=[CH:20][CH:19]=1)[CH:9]([C:13]([OH:16])([CH3:15])[CH3:14])[C:10]([OH:12])=[O:11])[C:2]1[CH:7]=[CH:6][CH:5]=[CH:4][CH:3]=1.F[C:25]1[CH:30]=[CH:29][C:28]([F:31])=[CH:27][C:26]=1[N+:32]([O-:34])=[O:33].C[Si]([N-][Si](C)(C)C)(C)C.[K+]. The product is [CH2:17]([N:8]([CH2:1][C:2]1[CH:3]=[CH:4][CH:5]=[CH:6][CH:7]=1)[CH:9]([C:13]([O:16][C:25]1[CH:30]=[CH:29][C:28]([F:31])=[CH:27][C:26]=1[N+:32]([O-:34])=[O:33])([CH3:15])[CH3:14])[C:10]([OH:12])=[O:11])[C:18]1[CH:19]=[CH:20][CH:21]=[CH:22][CH:23]=1. (5) The reactants are F[C:2]1[CH:3]=[C:4]2[C:9](=[CH:10][C:11]=1[N+:12]([O-:14])=[O:13])[NH:8][C:7](=[O:15])[N:6]([NH:16][S:17]([CH3:20])(=[O:19])=[O:18])[C:5]2=[O:21].[NH2:22][CH:23]([CH:26]([CH3:28])[CH3:27])[CH2:24][OH:25]. No catalyst specified. The product is [OH:25][CH2:24][CH:23]([NH:22][C:2]1[CH:3]=[C:4]2[C:9](=[CH:10][C:11]=1[N+:12]([O-:14])=[O:13])[NH:8][C:7](=[O:15])[N:6]([NH:16][S:17]([CH3:20])(=[O:19])=[O:18])[C:5]2=[O:21])[CH:26]([CH3:28])[CH3:27]. The yield is 0.450. (6) The reactants are [Cl:1][C:2]1[N:7]=[N:6][C:5]([C:8](OCC)=[O:9])=[C:4]([NH:13][C:14]2[CH:19]=[CH:18][CH:17]=[C:16]([C:20]([O:23][CH3:24])([CH3:22])[CH3:21])[N:15]=2)[CH:3]=1.[NH3:25]. No catalyst specified. The product is [Cl:1][C:2]1[N:7]=[N:6][C:5]([C:8]([NH2:25])=[O:9])=[C:4]([NH:13][C:14]2[CH:19]=[CH:18][CH:17]=[C:16]([C:20]([O:23][CH3:24])([CH3:22])[CH3:21])[N:15]=2)[CH:3]=1. The yield is 0.970. (7) The reactants are Cl[CH2:2][CH2:3][C:4]([NH:6][C:7]1[C:20]2[C:19](=[O:21])[C:18]3[C:13](=[CH:14][CH:15]=[CH:16][C:17]=3[NH:22][C:23](=[O:27])[CH2:24][CH2:25]Cl)[C:12](=[O:28])[C:11]=2[CH:10]=[CH:9][CH:8]=1)=[O:5].[N:29]1[CH:34]=[CH:33]C=CC=1.[CH:35]([NH2:38])([CH3:37])[CH3:36].[CH2:39]1COCC1. No catalyst specified. The product is [CH:35]([NH:38][CH:24]([CH3:25])[C:23]([NH:22][C:17]1[C:18]2[C:19](=[O:21])[C:20]3[C:11](=[CH:10][CH:9]=[CH:8][C:7]=3[NH:6][C:4](=[O:5])[CH:3]([NH:29][CH:34]([CH3:33])[CH3:39])[CH3:2])[C:12](=[O:28])[C:13]=2[CH:14]=[CH:15][CH:16]=1)=[O:27])([CH3:37])[CH3:36]. The yield is 0.580.